From a dataset of Forward reaction prediction with 1.9M reactions from USPTO patents (1976-2016). Predict the product of the given reaction. (1) The product is: [N+:1]([C:4]1[CH:8]=[CH:7][N:6]([CH2:12][CH2:13][CH2:14][CH2:15][CH2:16][CH3:17])[N:5]=1)([O-:3])=[O:2]. Given the reactants [N+:1]([C:4]1[CH:8]=[CH:7][NH:6][N:5]=1)([O-:3])=[O:2].[H-].[Na+].Br[CH2:12][CH2:13][CH2:14][CH2:15][CH2:16][CH3:17], predict the reaction product. (2) Given the reactants Cl.[NH2:2][CH2:3][CH2:4][NH:5][C:6](=[O:19])[C:7]1[CH:12]=[CH:11][C:10]([O:13][CH2:14][C:15]([F:18])([F:17])[F:16])=[N:9][CH:8]=1.[C:20]([O:24][C:25]([NH:27][C:28]1[C:32]([C:33](O)=[O:34])=[CH:31][N:30]([C:36]2[CH:41]=[CH:40][CH:39]=[CH:38][CH:37]=2)[N:29]=1)=[O:26])([CH3:23])([CH3:22])[CH3:21].CN(C(ON1N=NC2C=CC=NC1=2)=[N+](C)C)C.F[P-](F)(F)(F)(F)F.CCN(C(C)C)C(C)C, predict the reaction product. The product is: [C:36]1([N:30]2[CH:31]=[C:32]([C:33](=[O:34])[NH:2][CH2:3][CH2:4][NH:5][C:6](=[O:19])[C:7]3[CH:12]=[CH:11][C:10]([O:13][CH2:14][C:15]([F:16])([F:17])[F:18])=[N:9][CH:8]=3)[C:28]([NH:27][C:25](=[O:26])[O:24][C:20]([CH3:22])([CH3:21])[CH3:23])=[N:29]2)[CH:37]=[CH:38][CH:39]=[CH:40][CH:41]=1. (3) Given the reactants C[O:2][C:3]([C:5]1[CH:9]=[C:8]([C:10]2[O:14][C:13]([NH:15][C:16]([O:18][C:19]([CH3:22])([CH3:21])[CH3:20])=[O:17])=[N:12][CH:11]=2)[S:7][CH:6]=1)=[O:4].[OH-].[Na+], predict the reaction product. The product is: [C:19]([O:18][C:16]([NH:15][C:13]1[O:14][C:10]([C:8]2[S:7][CH:6]=[C:5]([C:3]([OH:4])=[O:2])[CH:9]=2)=[CH:11][N:12]=1)=[O:17])([CH3:22])([CH3:20])[CH3:21]. (4) Given the reactants [F:1][C:2]1[CH:7]=[C:6]([I:8])[CH:5]=[CH:4][C:3]=1[N:9]1[C:14]2[N:15]([CH3:34])[C:16](=[O:33])[CH:17]=[C:18]([O:19][C:20]3[CH:25]=[CH:24][CH:23]=[C:22]([O:26][C@H:27]4[CH2:31][CH2:30][O:29][CH2:28]4)[C:21]=3[CH3:32])[C:13]=2[C:12](=[O:35])[N:11]([CH2:36][C:37]2[CH:42]=[CH:41][C:40]([O:43][CH3:44])=[CH:39][CH:38]=2)C1=O.[OH-].[Li+], predict the reaction product. The product is: [F:1][C:2]1[CH:7]=[C:6]([I:8])[CH:5]=[CH:4][C:3]=1[NH:9][C:14]1[N:15]([CH3:34])[C:16](=[O:33])[CH:17]=[C:18]([O:19][C:20]2[CH:25]=[CH:24][CH:23]=[C:22]([O:26][C@H:27]3[CH2:31][CH2:30][O:29][CH2:28]3)[C:21]=2[CH3:32])[C:13]=1[C:12]([NH:11][CH2:36][C:37]1[CH:38]=[CH:39][C:40]([O:43][CH3:44])=[CH:41][CH:42]=1)=[O:35].